This data is from Peptide-MHC class II binding affinity with 134,281 pairs from IEDB. The task is: Regression. Given a peptide amino acid sequence and an MHC pseudo amino acid sequence, predict their binding affinity value. This is MHC class II binding data. (1) The peptide sequence is AFKVAATAANQAPAN. The MHC is DRB1_1001 with pseudo-sequence DRB1_1001. The binding affinity (normalized) is 0.844. (2) The peptide sequence is NIVVNVFNQLDQPLL. The MHC is DRB5_0101 with pseudo-sequence DRB5_0101. The binding affinity (normalized) is 0.132. (3) The peptide sequence is AFILDGDNLFPNV. The MHC is DRB3_0101 with pseudo-sequence DRB3_0101. The binding affinity (normalized) is 0.897.